Dataset: Full USPTO retrosynthesis dataset with 1.9M reactions from patents (1976-2016). Task: Predict the reactants needed to synthesize the given product. (1) Given the product [Cl:31][C:26]1[CH:27]=[CH:28][C:29]2[C:19]([C:17]3[C:16](=[O:32])[NH:13][C:11](=[O:12])[C:10]=3[C:3]3[C:4]4[C:9](=[CH:8][CH:7]=[CH:6][CH:5]=4)[NH:1][CH:2]=3)=[CH:20][N:21]3[C:30]=2[C:25]=1[CH2:24][CH2:23][CH2:22]3, predict the reactants needed to synthesize it. The reactants are: [NH:1]1[C:9]2[C:4](=[CH:5][CH:6]=[CH:7][CH:8]=2)[C:3]([CH2:10][C:11]([NH2:13])=[O:12])=[CH:2]1.CO[C:16](=[O:32])[C:17]([C:19]1[C:29]2=[C:30]3[C:25](=[C:26]([Cl:31])[CH:27]=[CH:28]2)[CH2:24][CH2:23][CH2:22][N:21]3[CH:20]=1)=O. (2) The reactants are: [C:1]([O:5][C:6](=[O:23])[NH:7][C:8]1[CH:13]=[CH:12][C:11]([C:14]2[CH:19]=[CH:18][CH:17]=[C:16]([F:20])[C:15]=2[F:21])=[CH:10][C:9]=1[NH2:22])([CH3:4])([CH3:3])[CH3:2].C([O:26][C:27](=O)[CH2:28][C:29](=[O:41])[C:30]1[CH:35]=[CH:34][CH:33]=[C:32]([N:36]2[CH:40]=[CH:39][N:38]=[N:37]2)[CH:31]=1)C. Given the product [C:1]([O:5][C:6](=[O:23])[NH:7][C:8]1[CH:13]=[CH:12][C:11]([C:14]2[CH:19]=[CH:18][CH:17]=[C:16]([F:20])[C:15]=2[F:21])=[CH:10][C:9]=1[NH:22][C:27](=[O:26])[CH2:28][C:29](=[O:41])[C:30]1[CH:35]=[CH:34][CH:33]=[C:32]([N:36]2[CH:40]=[CH:39][N:38]=[N:37]2)[CH:31]=1)([CH3:4])([CH3:2])[CH3:3], predict the reactants needed to synthesize it. (3) Given the product [OH:4][C:5]1[CH:12]=[C:11]([OH:13])[CH:10]=[C:9]([CH2:17][O:18][CH3:19])[C:6]=1[CH:7]=[O:8], predict the reactants needed to synthesize it. The reactants are: COC[O:4][C:5]1[CH:12]=[C:11]([O:13]COC)[CH:10]=[C:9]([CH2:17][O:18][CH3:19])[C:6]=1[CH:7]=[O:8].Cl. (4) Given the product [CH2:11]([C:10]1[NH:1][C:2]2[CH:7]=[CH:6][C:5]([Br:8])=[CH:4][C:3]=2[N:9]=1)[C:12]1[CH:17]=[CH:16][CH:15]=[CH:14][CH:13]=1, predict the reactants needed to synthesize it. The reactants are: [NH2:1][C:2]1[CH:7]=[CH:6][C:5]([Br:8])=[CH:4][C:3]=1[NH:9][C:10](=O)[CH2:11][C:12]1[CH:17]=[CH:16][CH:15]=[CH:14][CH:13]=1. (5) Given the product [N:14]([C:6]1[C:7]([NH2:12])=[N:8][C:9]([NH2:11])=[N:10][C:5]=1[O:4][CH2:3][CH:2]([CH3:13])[CH3:1])=[O:15], predict the reactants needed to synthesize it. The reactants are: [CH3:1][CH:2]([CH3:13])[CH2:3][O:4][C:5]1[N:10]=[C:9]([NH2:11])[N:8]=[C:7]([NH2:12])[CH:6]=1.[N:14]([O-])=[O:15].[Na+].